This data is from Full USPTO retrosynthesis dataset with 1.9M reactions from patents (1976-2016). The task is: Predict the reactants needed to synthesize the given product. (1) Given the product [CH3:1][O:2][C:3]([C:5]1([CH2:12][NH:13][C:21]([O:20][C:16]([CH3:19])([CH3:18])[CH3:17])=[O:22])[CH2:7][CH:6]1[CH2:8][CH:9]([CH3:11])[CH3:10])=[O:4], predict the reactants needed to synthesize it. The reactants are: [CH3:1][O:2][C:3]([C:5]1([C:12]#[N:13])[CH2:7][CH:6]1[CH2:8][CH:9]([CH3:11])[CH3:10])=[O:4].[BH4-].[Na+].[C:16]([O:20][C:21](O[C:21]([O:20][C:16]([CH3:19])([CH3:18])[CH3:17])=[O:22])=[O:22])([CH3:19])([CH3:18])[CH3:17]. (2) The reactants are: Br[C:2]([CH3:7])([CH3:6])[C:3](Cl)=[O:4].[NH2:8][C:9]1[C:10]([OH:26])=[C:11]([C:23](=[O:25])[CH3:24])[CH:12]=[CH:13][C:14]=1[O:15][CH2:16][C:17]1[CH:22]=[CH:21][CH:20]=[CH:19][CH:18]=1.C(=O)([O-])[O-].[K+].[K+]. Given the product [C:23]([C:11]1[C:10]2[O:26][C:2]([CH3:7])([CH3:6])[C:3](=[O:4])[NH:8][C:9]=2[C:14]([O:15][CH2:16][C:17]2[CH:22]=[CH:21][CH:20]=[CH:19][CH:18]=2)=[CH:13][CH:12]=1)(=[O:25])[CH3:24], predict the reactants needed to synthesize it. (3) Given the product [CH3:39][O:38][C:5]1[CH:6]=[C:7]([O:10][CH2:11][C:12]2[S:16][C:15]([C:17]3[CH:22]=[CH:21][C:20]([C:23]([F:24])([F:25])[F:26])=[CH:19][CH:18]=3)=[N:14][C:13]=2[CH2:27][N:28]2[CH2:33][CH2:32][CH:31]([C:34]([F:37])([F:36])[F:35])[CH2:30][CH2:29]2)[CH:8]=[CH:9][C:4]=1[C:3]1[NH:40][C:47](=[O:53])[O:1][N:2]=1, predict the reactants needed to synthesize it. The reactants are: [OH:1][NH:2][C:3](=[NH:40])[C:4]1[CH:9]=[CH:8][C:7]([O:10][CH2:11][C:12]2[S:16][C:15]([C:17]3[CH:22]=[CH:21][C:20]([C:23]([F:26])([F:25])[F:24])=[CH:19][CH:18]=3)=[N:14][C:13]=2[CH2:27][N:28]2[CH2:33][CH2:32][CH:31]([C:34]([F:37])([F:36])[F:35])[CH2:30][CH2:29]2)=[CH:6][C:5]=1[O:38][CH3:39].N1C=CC=CC=1.[C:47]1([O:53]C(Cl)=O)C=CC=CC=1.O. (4) Given the product [N+:24]([C:21]1[CH:22]=[CH:23][C:18]([N:7]2[CH2:8][CH2:9][C:5]3([N:1]([C:10]([O:12][C:13]([CH3:16])([CH3:15])[CH3:14])=[O:11])[CH2:2][CH2:3][CH2:4]3)[CH2:6]2)=[CH:19][C:20]=1[O:27][CH:28]([CH3:30])[CH3:29])([O-:26])=[O:25], predict the reactants needed to synthesize it. The reactants are: [N:1]1([C:10]([O:12][C:13]([CH3:16])([CH3:15])[CH3:14])=[O:11])[C:5]2([CH2:9][CH2:8][NH:7][CH2:6]2)[CH2:4][CH2:3][CH2:2]1.F[C:18]1[CH:23]=[CH:22][C:21]([N+:24]([O-:26])=[O:25])=[C:20]([O:27][CH:28]([CH3:30])[CH3:29])[CH:19]=1.C(=O)([O-])[O-].[K+].[K+].C(OCC)(=O)C.